This data is from Cav3 T-type calcium channel HTS with 100,875 compounds. The task is: Binary Classification. Given a drug SMILES string, predict its activity (active/inactive) in a high-throughput screening assay against a specified biological target. (1) The molecule is s1c(nc(OC(=O)c2ccccc2)c1C)c1ccncc1. The result is 0 (inactive). (2) The molecule is S(CC(=O)N1CCOCC1)c1n(nnn1)CCC. The result is 0 (inactive). (3) The compound is Brc1cc2c(NC(=O)CN3C(CCCC3)CCO)c([nH]c2cc1)C(OC)=O. The result is 0 (inactive). (4) The compound is S1\C(=C(\c2ccc(OC)cc2)C)C(=O)N(CCC(O)=O)C1=S. The result is 0 (inactive). (5) The molecule is O=C(NCc1c(ccc(c2nn(c(=O)c3c2cccc3)C)c1)C)Cn1nc(cc1C)C. The result is 0 (inactive). (6) The drug is S(=O)(=O)(N(CC)CC)c1ccc(NC(=O)CSc2[n+]([O-])cccc2)cc1. The result is 0 (inactive). (7) The result is 0 (inactive). The compound is S(=O)(=O)(NCCc1ccc(OC)cc1)c1c(=O)n(c(=O)n(c1)C)C.